Dataset: Full USPTO retrosynthesis dataset with 1.9M reactions from patents (1976-2016). Task: Predict the reactants needed to synthesize the given product. The reactants are: [CH3:1][C:2]1[C:6]2[CH:7]=[CH:8][CH:9]=[CH:10][C:5]=2[O:4][CH:3]=1.[Li]CCCC.[CH2:16]([CH:18]([C:21]1[C:22]2[N:23]([C:28](I)=[C:29]([CH3:31])[N:30]=2)[N:24]=[C:25]([CH3:27])[CH:26]=1)[CH2:19][CH3:20])[CH3:17].Cl. Given the product [CH2:16]([CH:18]([C:21]1[C:22]2[N:23]([C:28]([C:3]3[O:4][C:5]4[CH:10]=[CH:9][CH:8]=[CH:7][C:6]=4[C:2]=3[CH3:1])=[C:29]([CH3:31])[N:30]=2)[N:24]=[C:25]([CH3:27])[CH:26]=1)[CH2:19][CH3:20])[CH3:17], predict the reactants needed to synthesize it.